The task is: Predict the reaction yield, written as a fraction of the theoretical maximum amount of product (1.0 means a 100% yield; for example, 0.34 means a 34% yield).. This data is from Reaction yield outcomes from USPTO patents with 853,638 reactions. (1) The reactants are [C:1]([O:5][C:6](=[O:19])[NH:7][C:8]1[CH:13]=[C:12]([O:14][CH3:15])[C:11]([CH3:16])=[C:10]([O:17][CH3:18])[CH:9]=1)([CH3:4])([CH3:3])[CH3:2].C1C(=O)N([Br:27])C(=O)C1. The catalyst is C(Cl)(Cl)(Cl)Cl.CC(N=NC(C#N)(C)C)(C#N)C. The product is [C:1]([O:5][C:6](=[O:19])[NH:7][C:8]1[CH:13]=[C:12]([O:14][CH3:15])[C:11]([CH3:16])=[C:10]([O:17][CH3:18])[C:9]=1[Br:27])([CH3:4])([CH3:3])[CH3:2]. The yield is 0.940. (2) The yield is 0.740. The reactants are C([O:4][CH2:5][C:6]1[N:11]([C:12]2[CH:13]=[C:14]([CH:19]=[CH:20][C:21]=2[CH3:22])[C:15]([O:17][CH3:18])=[O:16])[C:10](=[O:23])[C:9]([Br:24])=[C:8]([O:25][CH2:26][C:27]2[CH:32]=[CH:31][C:30]([F:33])=[CH:29][C:28]=2[F:34])[CH:7]=1)(=O)C.C(=O)([O-])[O-].[K+].[K+].O. The catalyst is CO. The product is [CH3:18][O:17][C:15](=[O:16])[C:14]1[CH:19]=[CH:20][C:21]([CH3:22])=[C:12]([N:11]2[C:6]([CH2:5][OH:4])=[CH:7][C:8]([O:25][CH2:26][C:27]3[CH:32]=[CH:31][C:30]([F:33])=[CH:29][C:28]=3[F:34])=[C:9]([Br:24])[C:10]2=[O:23])[CH:13]=1. (3) The reactants are [Br:1][C:2]1[CH:3]=[CH:4][C:5]2[C:11]3[S:12][C:13]([C:15]([OH:17])=O)=[CH:14][C:10]=3[CH2:9][CH2:8][O:7][C:6]=2[CH:18]=1.CCN=C=NCCCN(C)C.[C:30]([NH:37][C:38](=[NH:41])[S:39][CH3:40])([O:32][C:33]([CH3:36])([CH3:35])[CH3:34])=[O:31]. The catalyst is C(Cl)Cl.CN(C1C=CN=CC=1)C. The product is [Br:1][C:2]1[CH:3]=[CH:4][C:5]2[C:11]3[S:12][C:13]([C:15]([N:41]=[C:38]([S:39][CH3:40])[NH:37][C:30]([O:32][C:33]([CH3:34])([CH3:35])[CH3:36])=[O:31])=[O:17])=[CH:14][C:10]=3[CH2:9][CH2:8][O:7][C:6]=2[CH:18]=1. The yield is 0.670. (4) The reactants are [CH2:1]([N:8]([CH2:14]OC)[CH2:9][Si](C)(C)C)[C:2]1[CH:7]=[CH:6][CH:5]=[CH:4][CH:3]=1.[CH3:17][O:18][C:19](=[O:29])/[CH:20]=[CH:21]/[C:22]1[CH:27]=[CH:26][C:25]([Cl:28])=[CH:24][CH:23]=1.[C:30](O)(C(F)(F)F)=O.C([O-])(O)=O.[Na+]. The catalyst is ClCCl. The product is [CH2:17]([O:18][C:19]([C@H:20]1[C@H:21]([C:22]2[CH:27]=[CH:26][C:25]([Cl:28])=[CH:24][CH:23]=2)[CH2:9][N:8]([CH2:1][C:2]2[CH:3]=[CH:4][CH:5]=[CH:6][CH:7]=2)[CH2:14]1)=[O:29])[CH3:30]. The yield is 0.800. (5) The product is [CH:7]([NH:10][C:11]([N:27]1[C:28]([CH3:31])=[C:29]([CH3:30])[C:25]([O:24][C:15]2[C:14]([Cl:13])=[CH:19][C:18]([C:20]([F:23])([F:22])[F:21])=[CH:17][N:16]=2)=[N:26]1)=[O:12])([CH3:9])[CH3:8]. The catalyst is CN(C=O)C. The reactants are C(=O)([O-])[O-].[K+].[K+].[CH:7]([N:10]=[C:11]=[O:12])([CH3:9])[CH3:8].[Cl:13][C:14]1[C:15]([O:24][C:25]2[C:29]([CH3:30])=[C:28]([CH3:31])[NH:27][N:26]=2)=[N:16][CH:17]=[C:18]([C:20]([F:23])([F:22])[F:21])[CH:19]=1.Cl. The yield is 0.487. (6) The reactants are Cl.C(O[C:7](=O)[N:8]([CH:10]1[CH2:15][CH2:14][CH:13]([N:16]([C:34]([C:36]2[S:40][C:39]3[CH:41]=[CH:42][CH:43]=[CH:44][C:38]=3[C:37]=2[Cl:45])=[O:35])[CH2:17][C:18]2[CH:19]=[C:20]([C:26]3[CH:31]=[CH:30][C:29]([C:32]#[N:33])=[CH:28][CH:27]=3)[C:21]([O:24][CH3:25])=[CH:22][CH:23]=2)[CH2:12][CH2:11]1)C)(C)(C)C.C(O)C. The catalyst is C(OC)(C)(C)C. The product is [ClH:45].[C:32]([C:29]1[CH:30]=[CH:31][C:26]([C:20]2[C:21]([O:24][CH3:25])=[CH:22][CH:23]=[C:18]([CH2:17][N:16]([CH:13]3[CH2:12][CH2:11][CH:10]([NH:8][CH3:7])[CH2:15][CH2:14]3)[C:34]([C:36]3[S:40][C:39]4[CH:41]=[CH:42][CH:43]=[CH:44][C:38]=4[C:37]=3[Cl:45])=[O:35])[CH:19]=2)=[CH:27][CH:28]=1)#[N:33]. The yield is 0.990. (7) The reactants are C([NH:4][C:5]([C:8]1[CH:9]=[C:10]([CH:14]=[C:15]([C:17]([F:20])([F:19])[F:18])[CH:16]=1)[C:11]([OH:13])=[O:12])([CH3:7])[CH3:6])(=O)C.C(O)CO.[OH-].[K+]. The catalyst is O. The product is [NH2:4][C:5]([C:8]1[CH:9]=[C:10]([CH:14]=[C:15]([C:17]([F:18])([F:19])[F:20])[CH:16]=1)[C:11]([OH:13])=[O:12])([CH3:7])[CH3:6]. The yield is 1.00. (8) The catalyst is CO. The yield is 1.00. The product is [Cl:8][C:4]1[CH:5]=[CH:6][CH:7]=[C:2]([Cl:1])[C:3]=1[C:9]1[C:13]([CH2:14][O:15][C:16]2[CH:21]=[CH:20][C:19]([C:22]3[CH:23]=[C:24]4[C:29](=[CH:30][CH:31]=3)[N:28]=[C:27]([C:32]([OH:34])=[O:33])[CH:26]=[CH:25]4)=[CH:18][CH:17]=2)=[C:12]([C@@H:36]([CH3:39])[CH2:37][CH3:38])[O:11][N:10]=1. The reactants are [Cl:1][C:2]1[CH:7]=[CH:6][CH:5]=[C:4]([Cl:8])[C:3]=1[C:9]1[C:13]([CH2:14][O:15][C:16]2[CH:21]=[CH:20][C:19]([C:22]3[CH:23]=[C:24]4[C:29](=[CH:30][CH:31]=3)[N:28]=[C:27]([C:32]([O:34]C)=[O:33])[CH:26]=[CH:25]4)=[CH:18][CH:17]=2)=[C:12]([C@@H:36]([CH3:39])[CH2:37][CH3:38])[O:11][N:10]=1.O1CCCC1.[OH-].[Na+].Cl. (9) The reactants are [O:1]=[C:2]1[CH2:7][CH2:6][CH2:5][CH:4]([C:8]([OH:10])=[O:9])[CH2:3]1.[CH2:11](O)[CH3:12].C1(C)C=CC(S(O)(=O)=O)=CC=1. The catalyst is C1(C)C=CC=CC=1. The product is [CH2:11]([O:9][C:8]([CH:4]1[CH2:5][CH2:6][CH2:7][C:2](=[O:1])[CH2:3]1)=[O:10])[CH3:12]. The yield is 1.00.